Dataset: Forward reaction prediction with 1.9M reactions from USPTO patents (1976-2016). Task: Predict the product of the given reaction. (1) Given the reactants [OH-:1].[Na+:2].CC([OH:6])C.[CH:7]1[N:11]=[CH:10][N:9]([CH2:12][C:13]([P:19]([OH:22])([OH:21])=[O:20])([P:15]([OH:18])([OH:17])=[O:16])[OH:14])[CH:8]=1, predict the reaction product. The product is: [CH:7]1[N:11]=[CH:10][N:9]([CH2:12][C:13]([P:15]([O-:18])([OH:17])=[O:16])([P:19]([O-:21])([OH:22])=[O:20])[OH:14])[CH:8]=1.[OH2:6].[OH2:1].[OH2:6].[OH2:6].[Na+:2].[Na+:2]. (2) Given the reactants [CH3:1][O:2][C:3]1[N:7]([C:8]2[CH:13]=[CH:12][C:11]([C:14](=[O:21])[NH:15][CH2:16][CH2:17][CH2:18][O:19][CH3:20])=[CH:10][N:9]=2)[N:6]=[CH:5][C:4]=1C(O)=O.C1C(=O)N([Br:32])C(=O)C1.C(=O)(O)[O-].[Na+], predict the reaction product. The product is: [Br:32][C:4]1[CH:5]=[N:6][N:7]([C:8]2[CH:13]=[CH:12][C:11]([C:14]([NH:15][CH2:16][CH2:17][CH2:18][O:19][CH3:20])=[O:21])=[CH:10][N:9]=2)[C:3]=1[O:2][CH3:1]. (3) Given the reactants Br[C:2]1[CH:3]=[C:4]2[C:8](=[CH:9][CH:10]=1)[C:7]([CH3:12])([CH3:11])[CH2:6][C:5]2([CH3:14])[CH3:13].C([Li])(C)(C)C.[N:20]([C:29]([O:31][C:32]([CH3:35])([CH3:34])[CH3:33])=[O:30])=[N:21][C:22]([O:24][C:25]([CH3:28])([CH3:27])[CH3:26])=[O:23], predict the reaction product. The product is: [CH3:11][C:7]1([CH3:12])[C:8]2[C:4](=[CH:3][C:2]([N:20]([C:29]([O:31][C:32]([CH3:35])([CH3:34])[CH3:33])=[O:30])[NH:21][C:22]([O:24][C:25]([CH3:26])([CH3:27])[CH3:28])=[O:23])=[CH:10][CH:9]=2)[C:5]([CH3:14])([CH3:13])[CH2:6]1. (4) Given the reactants [CH3:1][C:2]1[C:10]2[C:9](=[O:11])[C:8]([C:12](OCC)=[O:13])=[CH:7][N:6]([CH3:17])[C:5]=2[S:4][C:3]=1[CH2:18][N:19]1[CH2:24][CH2:23][O:22][CH2:21][CH2:20]1.[Cl:25][C:26]1[CH:33]=[CH:32][C:29]([CH2:30][NH2:31])=[CH:28][CH:27]=1, predict the reaction product. The product is: [Cl:25][C:26]1[CH:33]=[CH:32][C:29]([CH2:30][NH:31][C:12]([C:8]2[C:9](=[O:11])[C:10]3[C:2]([CH3:1])=[C:3]([CH2:18][N:19]4[CH2:20][CH2:21][O:22][CH2:23][CH2:24]4)[S:4][C:5]=3[N:6]([CH3:17])[CH:7]=2)=[O:13])=[CH:28][CH:27]=1. (5) Given the reactants Cl.[F:2][C:3]([F:34])([F:33])[C:4]1[CH:5]=[C:6]([CH:26]=[C:27]([C:29]([F:32])([F:31])[F:30])[CH:28]=1)[CH2:7][N:8]([CH3:25])[C:9]([C@@H:11]1[CH2:16][CH2:15][NH:14][CH2:13][C@H:12]1[C:17]1[CH:22]=[CH:21][C:20]([F:23])=[CH:19][C:18]=1[CH3:24])=[O:10].Br[C:36]1[S:37][C:38]([N+:41]([O-:43])=[O:42])=[CH:39][N:40]=1.C(=O)([O-])O.[Na+].O, predict the reaction product. The product is: [F:34][C:3]([F:2])([F:33])[C:4]1[CH:5]=[C:6]([CH:26]=[C:27]([C:29]([F:30])([F:31])[F:32])[CH:28]=1)[CH2:7][N:8]([CH3:25])[C:9]([C@@H:11]1[CH2:16][CH2:15][N:14]([C:36]2[S:37][C:38]([N+:41]([O-:43])=[O:42])=[CH:39][N:40]=2)[CH2:13][C@H:12]1[C:17]1[CH:22]=[CH:21][C:20]([F:23])=[CH:19][C:18]=1[CH3:24])=[O:10]. (6) Given the reactants Cl[C:2]1[S:3][C:4]2[CH:10]=[C:9]([C:11]3[N:15]([CH:16]4[CH2:21][CH2:20][CH2:19][CH2:18][CH2:17]4)[CH:14]=[N:13][C:12]=3[C:22]3[CH:27]=[CH:26][CH:25]=[CH:24][CH:23]=3)[CH:8]=[CH:7][C:5]=2[N:6]=1.[CH2:28]([NH2:30])[CH3:29], predict the reaction product. The product is: [NH2:30][CH2:28][CH2:29][C:2]1[S:3][C:4]2[CH:10]=[C:9]([C:11]3[N:15]([CH:16]4[CH2:21][CH2:20][CH2:19][CH2:18][CH2:17]4)[CH:14]=[N:13][C:12]=3[C:22]3[CH:27]=[CH:26][CH:25]=[CH:24][CH:23]=3)[CH:8]=[CH:7][C:5]=2[N:6]=1. (7) The product is: [Cl:9][C:10]1[CH:18]=[CH:17][CH:16]=[CH:15][C:11]=1/[C:12](/[Cl:8])=[N:13]/[OH:14]. Given the reactants C1C(=O)N([Cl:8])C(=O)C1.[Cl:9][C:10]1[CH:18]=[CH:17][CH:16]=[CH:15][C:11]=1/[CH:12]=[N:13]/[OH:14].O, predict the reaction product. (8) Given the reactants [F:1][C:2]1[CH:7]=[CH:6][C:5]([C:8]([CH3:13])([CH3:12])[CH2:9][CH:10]=[O:11])=[CH:4][CH:3]=1.[F:14][C:15](C[SiH](C1C=CC=CC=1)C1C=CC=CC=1)=[CH2:16].CCCC[N+](CCCC)(CCCC)CCCC.[F-], predict the reaction product. The product is: [F:14][C:15]([CH:10]([OH:11])[CH2:9][C:8]([C:5]1[CH:4]=[CH:3][C:2]([F:1])=[CH:7][CH:6]=1)([CH3:13])[CH3:12])=[CH2:16].